From a dataset of Peptide-MHC class I binding affinity with 185,985 pairs from IEDB/IMGT. Regression. Given a peptide amino acid sequence and an MHC pseudo amino acid sequence, predict their binding affinity value. This is MHC class I binding data. (1) The peptide sequence is FISPASISSV. The MHC is HLA-A68:02 with pseudo-sequence HLA-A68:02. The binding affinity (normalized) is 0.738. (2) The peptide sequence is GPAAEGIYI. The MHC is HLA-B07:02 with pseudo-sequence HLA-B07:02. The binding affinity (normalized) is 0. (3) The binding affinity (normalized) is 0. The MHC is HLA-A03:01 with pseudo-sequence HLA-A03:01. The peptide sequence is KAIGTVLV. (4) The peptide sequence is NVISKIYTL. The MHC is HLA-A02:03 with pseudo-sequence HLA-A02:03. The binding affinity (normalized) is 0.577. (5) The peptide sequence is RVMPVFAFK. The MHC is HLA-A26:03 with pseudo-sequence HLA-A26:03. The binding affinity (normalized) is 0.360.